Dataset: Forward reaction prediction with 1.9M reactions from USPTO patents (1976-2016). Task: Predict the product of the given reaction. (1) Given the reactants OC(C(F)(F)F)=O.[NH2:8][CH2:9][CH2:10][C:11]1[CH:16]=[CH:15][C:14]([N:17]2[S:21](=[O:23])(=[O:22])[N:20]([CH2:24][CH2:25][Si:26]([CH3:29])([CH3:28])[CH3:27])[C:19](=[O:30])[CH2:18]2)=[C:13]([O:31][CH2:32][C:33]2[CH:38]=[CH:37][CH:36]=[CH:35][CH:34]=2)[CH:12]=1.Cl[S:40]([N:43]=[C:44]=[O:45])(=[O:42])=[O:41].[C:46]([OH:50])([CH3:49])([CH3:48])[CH3:47], predict the reaction product. The product is: [O:22]=[S:21]1(=[O:23])[N:20]([CH2:24][CH2:25][Si:26]([CH3:27])([CH3:28])[CH3:29])[C:19](=[O:30])[CH2:18][N:17]1[C:14]1[CH:15]=[CH:16][C:11]([CH2:10][CH2:9][NH:8][S:40]([NH:43][C:44](=[O:45])[O:50][C:46]([CH3:49])([CH3:48])[CH3:47])(=[O:42])=[O:41])=[CH:12][C:13]=1[O:31][CH2:32][C:33]1[CH:34]=[CH:35][CH:36]=[CH:37][CH:38]=1. (2) Given the reactants Cl.[CH3:2][C:3]1[CH:8]=[CH:7][CH:6]=[CH:5][C:4]=1[C:9]1[C:20](=[O:21])[N:19]([C@H:22]2[CH2:26][CH2:25][NH:24][CH2:23]2)[C:12]2[N:13]=[C:14]([S:17][CH3:18])[N:15]=[CH:16][C:11]=2[CH:10]=1.[CH3:27][S:28](Cl)(=[O:30])=[O:29].C(=O)(O)[O-].[Na+], predict the reaction product. The product is: [CH3:2][C:3]1[CH:8]=[CH:7][CH:6]=[CH:5][C:4]=1[C:9]1[C:20](=[O:21])[N:19]([C@H:22]2[CH2:26][CH2:25][N:24]([S:28]([CH3:27])(=[O:30])=[O:29])[CH2:23]2)[C:12]2[N:13]=[C:14]([S:17][CH3:18])[N:15]=[CH:16][C:11]=2[CH:10]=1. (3) The product is: [Br:21][C:9]1[N:8]=[C:7]([C:5]([OH:6])=[O:4])[C:12]([S:13][C:14]2[CH:19]=[CH:18][C:17]([F:20])=[CH:16][CH:15]=2)=[N:11][CH:10]=1. Given the reactants CO.C[O:4][C:5]([C:7]1[C:12]([S:13][C:14]2[CH:19]=[CH:18][C:17]([F:20])=[CH:16][CH:15]=2)=[N:11][CH:10]=[C:9]([Br:21])[N:8]=1)=[O:6].[OH-].[Na+].Cl, predict the reaction product.